This data is from Forward reaction prediction with 1.9M reactions from USPTO patents (1976-2016). The task is: Predict the product of the given reaction. (1) The product is: [O:9]1[C:5]2[CH:4]=[CH:3][C:2]([C:16]3[CH:17]=[CH:18][C:13]([CH:11]=[O:12])=[CH:14][CH:15]=3)=[CH:10][C:6]=2[CH:7]=[CH:8]1. Given the reactants Br[C:2]1[CH:3]=[CH:4][C:5]2[O:9][CH:8]=[CH:7][C:6]=2[CH:10]=1.[CH:11]([C:13]1[CH:18]=[CH:17][C:16](B(O)O)=[CH:15][CH:14]=1)=[O:12].C(Cl)Cl.C(=O)([O-])[O-].[K+].[K+], predict the reaction product. (2) Given the reactants [H-].[H-].[H-].[H-].[Li+].[Al+3].[Cl:7][C:8]1[C:12]([CH2:13][O:14][C:15]2[C:20]([F:21])=[CH:19][C:18]([CH2:22][CH2:23][C:24](OCC)=[O:25])=[CH:17][C:16]=2[F:29])=[C:11]([C:30]2[CH:35]=[CH:34][C:33]([CH2:36][CH3:37])=[CH:32][CH:31]=2)[S:10][N:9]=1, predict the reaction product. The product is: [Cl:7][C:8]1[C:12]([CH2:13][O:14][C:15]2[C:20]([F:21])=[CH:19][C:18]([CH2:22][CH2:23][CH2:24][OH:25])=[CH:17][C:16]=2[F:29])=[C:11]([C:30]2[CH:31]=[CH:32][C:33]([CH2:36][CH3:37])=[CH:34][CH:35]=2)[S:10][N:9]=1. (3) Given the reactants [CH3:1][O:2][C:3](=[O:41])[CH2:4][S:5][C:6]1[CH:7]=[C:8]([O:33][C:34]2[C:35]([CH3:40])=[N:36][CH:37]=[CH:38][CH:39]=2)[C:9]([NH:12][C:13]2[S:17][N:16]=[C:15]([CH:18]3[CH2:24][CH:23]4[N:25](C(OC(C)(C)C)=O)[CH:20]([CH2:21][CH2:22]4)[CH2:19]3)[N:14]=2)=[N:10][CH:11]=1.C(O)(C(F)(F)F)=O, predict the reaction product. The product is: [CH:20]12[NH:25][CH:23]([CH2:22][CH2:21]1)[CH2:24][CH:18]([C:15]1[N:14]=[C:13]([NH:12][C:9]3[N:10]=[CH:11][C:6]([S:5][CH2:4][C:3]([O:2][CH3:1])=[O:41])=[CH:7][C:8]=3[O:33][C:34]3[C:35]([CH3:40])=[N:36][CH:37]=[CH:38][CH:39]=3)[S:17][N:16]=1)[CH2:19]2.